From a dataset of TCR-epitope binding with 47,182 pairs between 192 epitopes and 23,139 TCRs. Binary Classification. Given a T-cell receptor sequence (or CDR3 region) and an epitope sequence, predict whether binding occurs between them. (1) The epitope is ALSKGVHFV. The TCR CDR3 sequence is CASSRRGQNTEAFF. Result: 0 (the TCR does not bind to the epitope). (2) The epitope is GTSGSPIIDK. The TCR CDR3 sequence is CASNQGTATEAFF. Result: 0 (the TCR does not bind to the epitope). (3) The epitope is RLFRKSNLK. The TCR CDR3 sequence is CASSSTVSNQPQHF. Result: 0 (the TCR does not bind to the epitope). (4) The epitope is AMFWSVPTV. The TCR CDR3 sequence is CASSSYRTSTDTQYF. Result: 0 (the TCR does not bind to the epitope). (5) The TCR CDR3 sequence is CATSEGLVGWSAGSSYNEQFF. The epitope is KLGGALQAK. Result: 0 (the TCR does not bind to the epitope). (6) The epitope is GILGFVFTL. The TCR CDR3 sequence is CASSIYNNQPQHF. Result: 1 (the TCR binds to the epitope). (7) The TCR CDR3 sequence is CAWGYQITGSAYGYTF. Result: 0 (the TCR does not bind to the epitope). The epitope is GTSGSPIVNR. (8) The epitope is KAFSPEVIPMF. The TCR CDR3 sequence is CASSSRQNYGYTF. Result: 1 (the TCR binds to the epitope).